This data is from Catalyst prediction with 721,799 reactions and 888 catalyst types from USPTO. The task is: Predict which catalyst facilitates the given reaction. (1) Reactant: [H-].[Na+].[CH3:3][CH2:4][O:5][C:6](/[CH:8]=[CH:9]/[CH2:10]P(OCC)(OCC)=O)=[O:7].[Cl:19][C:20]1[CH:27]=[C:26]([Cl:28])[CH:25]=[CH:24][C:21]=1[CH:22]=O. Product: [CH2:4]([O:5][C:6](=[O:7])[CH:8]=[CH:9][CH:10]=[CH:22][C:21]1[CH:24]=[CH:25][C:26]([Cl:28])=[CH:27][C:20]=1[Cl:19])[CH3:3]. The catalyst class is: 1. (2) Product: [Cl:28][C:25]1[CH:26]=[CH:27][C:2]([NH:1][C:35](=[O:39])[O:36][CH2:37][CH3:38])=[C:3](/[CH:4]=[C:5]2\[CH2:11][NH:10][C:9](=[O:12])[CH2:8][N:7]([S:13]([C:16]3[CH:17]=[CH:18][C:19]([Cl:22])=[CH:20][CH:21]=3)(=[O:14])=[O:15])[C:6]\2=[O:23])[CH:24]=1. Reactant: [NH2:1][C:2]1[CH:27]=[CH:26][C:25]([Cl:28])=[CH:24][C:3]=1/[CH:4]=[C:5]1/[C:6](=[O:23])[N:7]([S:13]([C:16]2[CH:21]=[CH:20][C:19]([Cl:22])=[CH:18][CH:17]=2)(=[O:15])=[O:14])[CH2:8][C:9](=[O:12])[NH:10][CH2:11]/1.N1C=CC=CC=1.[C:35](Cl)(=[O:39])[O:36][CH2:37][CH3:38].[Cl-].[NH4+]. The catalyst class is: 2. (3) Reactant: [F:1][C:2]([F:34])([F:33])[C@:3]([C:9]1[S:13][C:12]([S:14][C:15]2[CH:24]=[C:23]3[C:18]([C:19]([C:26]4[CH:31]=[CH:30][C:29]([F:32])=[CH:28][CH:27]=4)=[CH:20][C:21](=[O:25])[O:22]3)=[CH:17][CH:16]=2)=[N:11][CH:10]=1)([OH:8])[CH2:4][C:5]([OH:7])=[O:6].[N+](=[CH2:37])=[N-]. Product: [F:34][C:2]([F:1])([F:33])[C@:3]([C:9]1[S:13][C:12]([S:14][C:15]2[CH:24]=[C:23]3[C:18]([C:19]([C:26]4[CH:27]=[CH:28][C:29]([F:32])=[CH:30][CH:31]=4)=[CH:20][C:21](=[O:25])[O:22]3)=[CH:17][CH:16]=2)=[N:11][CH:10]=1)([OH:8])[CH2:4][C:5]([O:7][CH3:37])=[O:6]. The catalyst class is: 1. (4) Reactant: [C:1]([NH2:9])(=[NH:8])[C:2]1[CH:7]=[CH:6][CH:5]=[CH:4][CH:3]=1.C([O:12][C:13](=O)[C:14](=[CH:17]OCC)[C:15]#[N:16])C. Product: [OH:12][C:13]1[C:14]([C:15]#[N:16])=[CH:17][N:9]=[C:1]([C:2]2[CH:7]=[CH:6][CH:5]=[CH:4][CH:3]=2)[N:8]=1. The catalyst class is: 3. (5) Reactant: C(C1NC=CN=1)(C1NC=CN=1)=O.[C:13]([O:17][C:18]([N:20]1[CH2:25][CH2:24][CH:23]([C:26]([OH:28])=O)[CH2:22][CH2:21]1)=[O:19])([CH3:16])([CH3:15])[CH3:14].[NH2:29][NH2:30].C(OCC)C. Product: [NH:29]([C:26]([CH:23]1[CH2:24][CH2:25][N:20]([C:18]([O:17][C:13]([CH3:16])([CH3:15])[CH3:14])=[O:19])[CH2:21][CH2:22]1)=[O:28])[NH2:30]. The catalyst class is: 2. (6) Reactant: [O-:1][CH2:2][CH3:3].[Na+].[CH2:5]([OH:7])[CH3:6].[F:8][CH:9]([F:15])[C:10](OCC)=[O:11]. Product: [F:8][CH:9]([F:15])[C:10](=[O:11])[CH2:3][C:2]([O:7][CH2:5][CH3:6])=[O:1]. The catalyst class is: 13. (7) Product: [OH:35][B:23]1[C@@H:22]([NH:21][C:19](=[O:20])[CH2:18][C@H:15]2[CH2:16][CH2:17][C@H:12]([NH:11][CH2:10][CH2:9][OH:8])[CH2:13][CH2:14]2)[CH2:27][C:26]2[CH:28]=[CH:29][CH:30]=[C:31]([C:32]([OH:34])=[O:33])[C:25]=2[O:24]1. Reactant: [Si]([O:8][CH2:9][CH2:10][NH:11][C@H:12]1[CH2:17][CH2:16][C@H:15]([CH2:18][C:19]([NH:21][C@H:22]2[CH2:27][C:26]3[CH:28]=[CH:29][CH:30]=[C:31]([C:32]([OH:34])=[O:33])[C:25]=3[O:24][B:23]2[OH:35])=[O:20])[CH2:14][CH2:13]1)(C(C)(C)C)(C)C.Cl. The catalyst class is: 12. (8) The catalyst class is: 60. Reactant: [CH2:1]([O:3][C:4]1[N:8]([CH2:9][C:10]2[CH:15]=[CH:14][C:13]([C:16]3[CH:21]=[CH:20][CH:19]=[CH:18][C:17]=3[C:22]3[N:26]([C:27]([C:40]4[CH:45]=[CH:44][CH:43]=[CH:42][CH:41]=4)([C:34]4[CH:39]=[CH:38][CH:37]=[CH:36][CH:35]=4)[C:28]4[CH:33]=[CH:32][CH:31]=[CH:30][CH:29]=4)[N:25]=[N:24][N:23]=3)=[CH:12][CH:11]=2)[C:7]2[C:46]([C:50]([OH:52])=[O:51])=[CH:47][CH:48]=[CH:49][C:6]=2[N:5]=1)[CH3:2].[C:53](=[O:65])([O:58][CH:59]1[CH2:64][CH2:63][CH2:62][CH2:61][CH2:60]1)[O:54][CH2:55][CH2:56]Cl.C(=O)([O-])[O-].[K+].[K+]. Product: [CH2:1]([O:3][C:4]1[N:8]([CH2:9][C:10]2[CH:11]=[CH:12][C:13]([C:16]3[CH:21]=[CH:20][CH:19]=[CH:18][C:17]=3[C:22]3[N:26]([C:27]([C:28]4[CH:33]=[CH:32][CH:31]=[CH:30][CH:29]=4)([C:40]4[CH:41]=[CH:42][CH:43]=[CH:44][CH:45]=4)[C:34]4[CH:35]=[CH:36][CH:37]=[CH:38][CH:39]=4)[N:25]=[N:24][N:23]=3)=[CH:14][CH:15]=2)[C:7]2[C:46]([C:50]([O:52][CH:55]([O:54][C:53]([O:58][CH:59]3[CH2:64][CH2:63][CH2:62][CH2:61][CH2:60]3)=[O:65])[CH3:56])=[O:51])=[CH:47][CH:48]=[CH:49][C:6]=2[N:5]=1)[CH3:2]. (9) Reactant: [CH2:1]([N:3]1[C:10](=[O:11])[C:9]([CH3:13])([CH3:12])[CH2:8][C@H:4]1[C:5]([OH:7])=O)[CH3:2].ON1C2C=CC=CC=2N=N1.Cl.CN(C)CCCN=C=NCC.[Cl:36][C:37]1[CH:42]=[C:41]([F:43])[CH:40]=[CH:39][C:38]=1[CH2:44][NH2:45].C(N(C(C)C)CC)(C)C. Product: [Cl:36][C:37]1[CH:42]=[C:41]([F:43])[CH:40]=[CH:39][C:38]=1[CH2:44][NH:45][C:5](=[O:7])[C@@H:4]1[CH2:8][C:9]([CH3:13])([CH3:12])[C:10](=[O:11])[N:3]1[CH2:1][CH3:2]. The catalyst class is: 4. (10) Reactant: [CH3:1][O:2][C:3](=[O:22])[C@@H:4]([C:6]1[CH:11]=[CH:10][C:9]([O:12]CC2C=CC(Cl)=C(Cl)C=2)=[CH:8][CH:7]=1)[OH:5]. Product: [CH3:1][O:2][C:3](=[O:22])[C@H:4]([OH:5])[C:6]1[CH:11]=[CH:10][C:9]([OH:12])=[CH:8][CH:7]=1. The catalyst class is: 19.